From a dataset of Peptide-MHC class I binding affinity with 185,985 pairs from IEDB/IMGT. Regression. Given a peptide amino acid sequence and an MHC pseudo amino acid sequence, predict their binding affinity value. This is MHC class I binding data. (1) The peptide sequence is RRVSGCVSV. The MHC is HLA-A03:01 with pseudo-sequence HLA-A03:01. The binding affinity (normalized) is 0.0847. (2) The peptide sequence is FMDGKQACVL. The MHC is HLA-A02:01 with pseudo-sequence HLA-A02:01. The binding affinity (normalized) is 0.719. (3) The binding affinity (normalized) is 0. The MHC is HLA-B08:01 with pseudo-sequence HLA-B08:01. The peptide sequence is KFNPMKTYI. (4) The peptide sequence is YFSKQTQTY. The MHC is HLA-A03:01 with pseudo-sequence HLA-A03:01. The binding affinity (normalized) is 0.0981. (5) The peptide sequence is VTLIYNYL. The MHC is H-2-Db with pseudo-sequence H-2-Db. The binding affinity (normalized) is 0.463. (6) The peptide sequence is YVFPVIFSK. The MHC is Mamu-A07 with pseudo-sequence Mamu-A07. The binding affinity (normalized) is 0. (7) The peptide sequence is RRGKANKPR. The MHC is HLA-B15:17 with pseudo-sequence HLA-B15:17. The binding affinity (normalized) is 0.0847. (8) The peptide sequence is MLLKGTLFM. The MHC is HLA-A03:01 with pseudo-sequence HLA-A03:01. The binding affinity (normalized) is 0.0847. (9) The peptide sequence is YYKDDISYF. The MHC is HLA-A26:01 with pseudo-sequence HLA-A26:01. The binding affinity (normalized) is 0.412. (10) The peptide sequence is QNPIPVGNF. The MHC is Mamu-A01 with pseudo-sequence Mamu-A01. The binding affinity (normalized) is 0.378.